This data is from Forward reaction prediction with 1.9M reactions from USPTO patents (1976-2016). The task is: Predict the product of the given reaction. (1) Given the reactants [CH2:1]([O:8][C:9]1[N:10]=[N:11][C:12]([CH2:23][C:24]2[CH:29]=[CH:28][C:27](F)=[CH:26][CH:25]=2)=[CH:13][C:14]=1[O:15][CH2:16][C:17]1[CH:22]=[CH:21][CH:20]=[CH:19][CH:18]=1)[C:2]1[CH:7]=[CH:6][CH:5]=[CH:4][CH:3]=1.C(OC1N=NC(Cl)=CC=1OCC1C=CC=CC=1)C1C=CC=CC=1.[Cl-].[F:55]C1C=CC=CC=1C[Zn+], predict the reaction product. The product is: [CH2:1]([O:8][C:9]1[N:10]=[N:11][C:12]([CH2:23][C:24]2[CH:29]=[CH:28][CH:27]=[CH:26][C:25]=2[F:55])=[CH:13][C:14]=1[O:15][CH2:16][C:17]1[CH:22]=[CH:21][CH:20]=[CH:19][CH:18]=1)[C:2]1[CH:7]=[CH:6][CH:5]=[CH:4][CH:3]=1. (2) Given the reactants C(NC(C)C)(C)C.C([Li])CCC.CCCCCC.[Li+].CC([N-]C(C)C)C.[Si:27]([O:44][CH2:45][C:46]1[C:51]([N:52]2[CH2:57][C@H:56]([CH3:58])[O:55][C@H:54]([CH3:59])[CH2:53]2)=[C:50]([Cl:60])[C:49]([F:61])=[CH:48][N:47]=1)([C:40]([CH3:43])([CH3:42])[CH3:41])([C:34]1[CH:39]=[CH:38][CH:37]=[CH:36][CH:35]=1)[C:28]1[CH:33]=[CH:32][CH:31]=[CH:30][CH:29]=1.CON(C)[C:65](=[O:72])[C:66]1[CH:71]=[CH:70][CH:69]=[CH:68][N:67]=1, predict the reaction product. The product is: [Si:27]([O:44][CH2:45][C:46]1[N:47]=[C:48]([C:65]([C:66]2[CH:71]=[CH:70][CH:69]=[CH:68][N:67]=2)=[O:72])[C:49]([F:61])=[C:50]([Cl:60])[C:51]=1[N:52]1[CH2:57][C@H:56]([CH3:58])[O:55][C@H:54]([CH3:59])[CH2:53]1)([C:40]([CH3:43])([CH3:41])[CH3:42])([C:34]1[CH:39]=[CH:38][CH:37]=[CH:36][CH:35]=1)[C:28]1[CH:29]=[CH:30][CH:31]=[CH:32][CH:33]=1. (3) Given the reactants Cl.[NH2:2][C:3]([C:8]1[CH:13]=[CH:12][C:11]([Cl:14])=[CH:10][CH:9]=1)=[C:4]([CH3:7])[C:5]#[N:6].C(N)(=[S:17])C, predict the reaction product. The product is: [NH2:2][C:3]([C:8]1[CH:9]=[CH:10][C:11]([Cl:14])=[CH:12][CH:13]=1)=[C:4]([CH3:7])[C:5]([NH2:6])=[S:17]. (4) Given the reactants [CH2:1]([C:5]1=[CH:6][N:7]([C:24]([CH3:27])([CH3:26])[CH3:25])[S:8]/[C:9]/1=[N:10]\[C:11]([C@@H:13]1[CH2:17][CH2:16][C@:15]([CH3:21])([C:18]([OH:20])=O)[C:14]1([CH3:23])[CH3:22])=[O:12])[CH2:2][CH2:3][CH3:4].Cl.[CH3:29][NH2:30], predict the reaction product. The product is: [CH2:1]([C:5]1=[CH:6][N:7]([C:24]([CH3:26])([CH3:25])[CH3:27])[S:8]/[C:9]/1=[N:10]\[C:11]([C@@H:13]1[CH2:17][CH2:16][C@:15]([CH3:21])([C:18]([NH:30][CH3:29])=[O:20])[C:14]1([CH3:23])[CH3:22])=[O:12])[CH2:2][CH2:3][CH3:4]. (5) Given the reactants [CH3:1][Si](C=[N+]=[N-])(C)C.[N:8]1[C:13]2[C:14]([C:17]([OH:19])=[O:18])=[CH:15][S:16][C:12]=2[CH:11]=[N:10][CH:9]=1, predict the reaction product. The product is: [CH3:1][O:18][C:17]([C:14]1[C:13]2[N:8]=[CH:9][N:10]=[CH:11][C:12]=2[S:16][CH:15]=1)=[O:19]. (6) Given the reactants N[C:2]1[C:10]2[C:5](=[N:6][C:7]([N:14]3[CH2:19][CH2:18][CH:17]([OH:20])[CH2:16][CH2:15]3)=[CH:8][C:9]=2[CH2:11][CH2:12][CH3:13])[S:4][C:3]=1[C:21]#[N:22].C(=O)(O)O.[NH2:27][C:28]([NH2:30])=[NH:29], predict the reaction product. The product is: [NH2:29][C:28]1[N:30]=[C:21]([NH2:22])[C:3]2[S:4][C:5]3[N:6]=[C:7]([N:14]4[CH2:19][CH2:18][CH:17]([OH:20])[CH2:16][CH2:15]4)[CH:8]=[C:9]([CH2:11][CH2:12][CH3:13])[C:10]=3[C:2]=2[N:27]=1. (7) The product is: [Cl:24][CH2:23][CH2:22][CH2:21][C:12]1[C:8]2[CH:9]=[CH:10][C:11]3[CH:1]=[CH:2][CH:3]=[CH:4][C:5]=3[CH:6]([C:16]#[N:17])[C:7]=2[CH:15]=[CH:14][CH:13]=1. Given the reactants [CH:1]1[C:11]2[CH:10]=[CH:9][C:8]3[CH:12]=[CH:13][CH:14]=[CH:15][C:7]=3[CH:6]([C:16]#[N:17])[C:5]=2[CH:4]=[CH:3][CH:2]=1.[H-].[Na+].Br[CH2:21][CH2:22][CH2:23][Cl:24].O, predict the reaction product.